Dataset: Reaction yield outcomes from USPTO patents with 853,638 reactions. Task: Predict the reaction yield, written as a fraction of the theoretical maximum amount of product (1.0 means a 100% yield; for example, 0.34 means a 34% yield). (1) The reactants are C([O:3][C:4]([C:6]1([C:9]2[CH:14]=[CH:13][C:12]([C:15]3[CH:20]=[CH:19][C:18]([C:21]4[S:22][C:23]([F:40])=[CH:24][C:25]=4[NH:26][C:27]([O:29][CH:30]([C:32]4[CH:37]=[CH:36][C:35]([F:38])=[CH:34][C:33]=4[CH3:39])[CH3:31])=[O:28])=[CH:17][C:16]=3[O:41][CH3:42])=[CH:11][CH:10]=2)[CH2:8][CH2:7]1)=[O:5])C.[OH-].[Na+].Cl. The catalyst is C(O)(C)C. The product is [F:40][C:23]1[S:22][C:21]([C:18]2[CH:19]=[CH:20][C:15]([C:12]3[CH:13]=[CH:14][C:9]([C:6]4([C:4]([OH:5])=[O:3])[CH2:8][CH2:7]4)=[CH:10][CH:11]=3)=[C:16]([O:41][CH3:42])[CH:17]=2)=[C:25]([NH:26][C:27]([O:29][CH:30]([C:32]2[CH:37]=[CH:36][C:35]([F:38])=[CH:34][C:33]=2[CH3:39])[CH3:31])=[O:28])[CH:24]=1. The yield is 0.530. (2) The reactants are Cl.CO[C:4]([C@@H:6]1[C@H:10]([O:11]C(=O)C2C=CC([N+]([O-])=O)=CC=2)[CH2:9][CH2:8][NH:7]1)=[O:5].[CH3:23][O:24][C:25]1[CH:33]=[CH:32][C:28]([C:29]([OH:31])=O)=[CH:27][C:26]=1[S:34][C:35]([F:38])([F:37])[F:36].CN(C([O:46][N:47]1N=NC2C=CC=NC1=2)=[N+](C)C)C.F[P-](F)(F)(F)(F)F.CCN(C(C)C)C(C)C. The catalyst is O1CCOCC1.NO. The product is [OH:11][C@@H:10]1[CH2:9][CH2:8][N:7]([C:29](=[O:31])[C:28]2[CH:32]=[CH:33][C:25]([O:24][CH3:23])=[C:26]([S:34][C:35]([F:38])([F:37])[F:36])[CH:27]=2)[C@@H:6]1[C:4]([NH:47][OH:46])=[O:5]. The yield is 0.0400. (3) The reactants are [Si]([O:8][C@H:9]1[CH2:14][CH2:13][C@H:12]([N:15]2[CH:19]=[C:18]([C:20]3[CH:25]=[N:24][C:23]([NH2:26])=[C:22]4[O:27][C:28](Cl)=[CH:29][C:21]=34)[CH:17]=[N:16]2)[CH2:11][CH2:10]1)(C(C)(C)C)(C)C.F[C:32]1[CH:33]=[C:34]2[C:40](B3OC(C)(C)C(C)(C)O3)=[CH:39][S:38][C:35]2=[CH:36][N:37]=1.C(=O)([O-])[O-:51].[Na+].[Na+].C[O-].[Na+].CO.Cl.N1C=CC=CC=1. The catalyst is O1CCOCC1.C1C=CC([P]([Pd]([P](C2C=CC=CC=2)(C2C=CC=CC=2)C2C=CC=CC=2)([P](C2C=CC=CC=2)(C2C=CC=CC=2)C2C=CC=CC=2)[P](C2C=CC=CC=2)(C2C=CC=CC=2)C2C=CC=CC=2)(C2C=CC=CC=2)C2C=CC=CC=2)=CC=1.O. The product is [NH2:26][C:23]1[N:24]=[CH:25][C:20]([C:18]2[CH:17]=[N:16][N:15]([C@H:12]3[CH2:11][CH2:10][C@H:9]([OH:8])[CH2:14][CH2:13]3)[CH:19]=2)=[C:21]2[CH:29]=[C:28]([C:40]3[C:34]4[C:35](=[CH:36][N:37]=[C:32]([OH:51])[CH:33]=4)[S:38][CH:39]=3)[O:27][C:22]=12. The yield is 0.110. (4) The reactants are C([N:8]1[CH2:12][C@H:11]2[C:13]3[CH:14]=[C:15]([O:22][CH3:23])[CH:16]=[C:17]([CH3:21])[C:18]=3[CH2:19][O:20][C@H:10]2[CH2:9]1)C1C=CC=CC=1.[Cl:24]C(OC(Cl)C)=O.CO. The catalyst is C1(C)C=CC=CC=1. The product is [ClH:24].[CH3:23][O:22][C:15]1[CH:16]=[C:17]([CH3:21])[C:18]2[CH2:19][O:20][C@@H:10]3[C@H:11]([C:13]=2[CH:14]=1)[CH2:12][NH:8][CH2:9]3. The yield is 0.790. (5) The reactants are [Cl:1][C:2]1[CH:7]=[CH:6][C:5]([C:8]2[N:9]=[C:10]([C:24]([O:26][C:27]([CH3:30])([CH3:29])[CH3:28])=[O:25])[C:11]([C:21]([OH:23])=O)=[N:12][C:13]=2[C:14]2[CH:19]=[CH:18][C:17]([Cl:20])=[CH:16][CH:15]=2)=[CH:4][CH:3]=1.C1([NH:37][CH2:38][CH2:39][OH:40])C=CC=CC=1.C(N(CC)CC)C.C1CN([P+](ON2N=N[C:67]3[CH:68]=[CH:69][CH:70]=[CH:71][C:66]2=3)(N2CCCC2)N2CCCC2)CC1.F[P-](F)(F)(F)(F)F. The catalyst is C(Cl)Cl.C(OCC)(=O)C. The product is [C:27]([O:26][C:24]([C:10]1[C:11]([C:21](=[O:23])[NH:37][CH:38]([C:66]2[CH:67]=[CH:68][CH:69]=[CH:70][CH:71]=2)[CH2:39][OH:40])=[N:12][C:13]([C:14]2[CH:15]=[CH:16][C:17]([Cl:20])=[CH:18][CH:19]=2)=[C:8]([C:5]2[CH:4]=[CH:3][C:2]([Cl:1])=[CH:7][CH:6]=2)[N:9]=1)=[O:25])([CH3:28])([CH3:29])[CH3:30]. The yield is 0.810. (6) The reactants are [CH3:1][N:2]([CH3:50])[CH2:3][CH2:4][CH2:5][NH:6][CH2:7][C@:8]12[CH2:46][CH2:45][C@@H:44]([C:47]([CH3:49])=[CH2:48])[C@@H:9]1[C@@H:10]1[C@@:23]([CH3:26])([CH2:24][CH2:25]2)[C@@:22]2([CH3:27])[C@@H:13]([C@:14]3([CH3:43])[C@@H:19]([CH2:20][CH2:21]2)[C:18]([CH3:29])([CH3:28])[C:17]([C:30]2[CH:42]=[CH:41][C:33]([C:34]([O:36]C(C)(C)C)=[O:35])=[CH:32][CH:31]=2)=[CH:16][CH2:15]3)[CH2:12][CH2:11]1.C(O)(C(F)(F)F)=O. The catalyst is C(Cl)Cl. The product is [CH3:50][N:2]([CH3:1])[CH2:3][CH2:4][CH2:5][NH:6][CH2:7][C@:8]12[CH2:46][CH2:45][C@@H:44]([C:47]([CH3:49])=[CH2:48])[C@@H:9]1[C@@H:10]1[C@@:23]([CH3:26])([CH2:24][CH2:25]2)[C@@:22]2([CH3:27])[C@@H:13]([C@:14]3([CH3:43])[C@@H:19]([CH2:20][CH2:21]2)[C:18]([CH3:29])([CH3:28])[C:17]([C:30]2[CH:31]=[CH:32][C:33]([C:34]([OH:36])=[O:35])=[CH:41][CH:42]=2)=[CH:16][CH2:15]3)[CH2:12][CH2:11]1. The yield is 0.733.